From a dataset of Reaction yield outcomes from USPTO patents with 853,638 reactions. Predict the reaction yield, written as a fraction of the theoretical maximum amount of product (1.0 means a 100% yield; for example, 0.34 means a 34% yield). (1) The reactants are Br[C:2]1[CH:3]=[CH:4][C:5]2[N:13]3[C:14]([CH3:17])=[N:15][N:16]=[C:12]3[C:9]3([CH2:11][CH2:10]3)[CH2:8][NH:7][C:6]=2[CH:18]=1. The catalyst is [Pd].CO. The product is [CH3:17][C:14]1[N:13]2[C:5]3[CH:4]=[CH:3][CH:2]=[CH:18][C:6]=3[NH:7][CH2:8][C:9]3([CH2:10][CH2:11]3)[C:12]2=[N:16][N:15]=1. The yield is 0.910. (2) The reactants are [F:1][C:2]1[CH:7]=[C:6]([CH2:8][C:9]2[C:10](=[O:28])[N:11]([C@H:21]3[CH2:26][CH2:25][C@H:24]([OH:27])[CH2:23][CH2:22]3)[C:12]3[N:13]([N:18]=[CH:19][CH:20]=3)[C:14]=2[CH2:15][CH2:16][CH3:17])[CH:5]=[CH:4][C:3]=1[C:29]1[C:30]([C:35]#[N:36])=[CH:31][CH:32]=[CH:33][CH:34]=1.[N+](=[CH:39][C:40]([O:42][CH2:43][CH3:44])=[O:41])=[N-].C(OCC)(=O)C.O. The catalyst is C1(C)C=CC=CC=1.C([O-])(=O)C.[Rh+3].C([O-])(=O)C.C([O-])(=O)C. The product is [C:35]([C:30]1[CH:31]=[CH:32][CH:33]=[CH:34][C:29]=1[C:3]1[CH:4]=[CH:5][C:6]([CH2:8][C:9]2[C:10](=[O:28])[N:11]([C@H:21]3[CH2:26][CH2:25][C@H:24]([O:27][CH2:39][C:40]([O:42][CH2:43][CH3:44])=[O:41])[CH2:23][CH2:22]3)[C:12]3[N:13]([N:18]=[CH:19][CH:20]=3)[C:14]=2[CH2:15][CH2:16][CH3:17])=[CH:7][C:2]=1[F:1])#[N:36]. The yield is 0.580. (3) The reactants are [OH:1][C:2]1[CH:3]=[C:4]([C:12]2[C:13]3[CH:22]=[CH:21][O:20][C:14]=3[C:15](=[O:19])[N:16]([CH3:18])[CH:17]=2)[CH:5]=[C:6]([S:8]([CH3:11])(=[O:10])=[O:9])[CH:7]=1.Br[CH2:24][C:25]1[CH:30]=[CH:29][CH:28]=[CH:27][C:26]=1[O:31][CH:32]([F:34])[F:33].C([O-])([O-])=O.[Cs+].[Cs+]. The catalyst is CN(C=O)C. The product is [F:33][CH:32]([F:34])[O:31][C:26]1[CH:27]=[CH:28][CH:29]=[CH:30][C:25]=1[CH2:24][O:1][C:2]1[CH:3]=[C:4]([C:12]2[C:13]3[CH:22]=[CH:21][O:20][C:14]=3[C:15](=[O:19])[N:16]([CH3:18])[CH:17]=2)[CH:5]=[C:6]([S:8]([CH3:11])(=[O:10])=[O:9])[CH:7]=1. The yield is 0.580. (4) The reactants are [Cl:1][C:2]1[CH:3]=[C:4](/[CH:8]=[CH:9]\[CH2:10][CH2:11][NH2:12])[CH:5]=[CH:6][CH:7]=1.[H][H]. The catalyst is CO.[Pt](=O)=O. The product is [Cl:1][C:2]1[CH:3]=[C:4]([CH2:8][CH2:9][CH2:10][CH2:11][NH2:12])[CH:5]=[CH:6][CH:7]=1. The yield is 0.980.